From a dataset of Full USPTO retrosynthesis dataset with 1.9M reactions from patents (1976-2016). Predict the reactants needed to synthesize the given product. (1) Given the product [CH3:13][C:1]1[CH:2]=[CH:3][C:4]([S:7]([NH:10][C:11]([N:21]2[CH2:20][CH2:19][C:18]3[C:23](=[CH:24][C:15]([NH:14][C:11](=[O:12])[NH:10][S:7]([C:4]4[CH:5]=[CH:6][C:1]([CH3:13])=[CH:2][CH:3]=4)(=[O:8])=[O:9])=[CH:16][CH:17]=3)[CH2:22]2)=[O:12])(=[O:8])=[O:9])=[CH:5][CH:6]=1, predict the reactants needed to synthesize it. The reactants are: [C:1]1([CH3:13])[CH:6]=[CH:5][C:4]([S:7]([N:10]=[C:11]=[O:12])(=[O:9])=[O:8])=[CH:3][CH:2]=1.[NH2:14][C:15]1[CH:24]=[C:23]2[C:18]([CH2:19][CH2:20][NH:21][CH2:22]2)=[CH:17][CH:16]=1. (2) The reactants are: [CH3:1][C:2]1[CH:7]=[C:6]([C:8]([CH3:10])=[O:9])[C:5]([OH:11])=[C:4]([N+:12]([O-:14])=[O:13])[CH:3]=1.[CH2:15]([O:22][C:23]1[CH:30]=[C:29]([O:31][CH2:32][C:33]2[CH:38]=[CH:37][CH:36]=[CH:35][CH:34]=2)[CH:28]=[CH:27][C:24]=1[CH:25]=O)[C:16]1[CH:21]=[CH:20][CH:19]=[CH:18][CH:17]=1. Given the product [CH2:15]([O:22][C:23]1[CH:30]=[C:29]([O:31][CH2:32][C:33]2[CH:38]=[CH:37][CH:36]=[CH:35][CH:34]=2)[CH:28]=[CH:27][C:24]=1/[CH:25]=[CH:10]/[C:8]([C:6]1[CH:7]=[C:2]([CH3:1])[CH:3]=[C:4]([N+:12]([O-:14])=[O:13])[C:5]=1[OH:11])=[O:9])[C:16]1[CH:17]=[CH:18][CH:19]=[CH:20][CH:21]=1, predict the reactants needed to synthesize it. (3) Given the product [N:2]1([CH2:7][C:8]([N:21]2[CH2:22][C@H:18]([CH2:11][C:12]3[CH:17]=[CH:16][CH:15]=[CH:14][CH:13]=3)[CH2:19][C@H:20]2[C:23]([NH:25][C:26]2[CH:31]=[CH:30][C:29]([O:32][C:33]3[CH:38]=[CH:37][C:36]([F:39])=[CH:35][CH:34]=3)=[CH:28][CH:27]=2)=[O:24])=[O:10])[CH:6]=[N:5][CH:4]=[N:3]1, predict the reactants needed to synthesize it. The reactants are: Cl.[N:2]1([CH2:7][C:8]([OH:10])=O)[CH:6]=[N:5][CH:4]=[N:3]1.[CH2:11]([C@H:18]1[CH2:22][NH:21][C@H:20]([C:23]([NH:25][C:26]2[CH:31]=[CH:30][C:29]([O:32][C:33]3[CH:38]=[CH:37][C:36]([F:39])=[CH:35][CH:34]=3)=[CH:28][CH:27]=2)=[O:24])[CH2:19]1)[C:12]1[CH:17]=[CH:16][CH:15]=[CH:14][CH:13]=1. (4) Given the product [CH2:30]([N:37]1[CH2:41][CH2:40][C@H:39]([O:12][C:8]2[CH:7]=[C:6]3[C:11](=[CH:10][CH:9]=2)[C:2]([NH2:1])=[N:3][CH:4]=[CH:5]3)[CH2:38]1)[C:31]1[CH:36]=[CH:35][CH:34]=[CH:33][CH:32]=1, predict the reactants needed to synthesize it. The reactants are: [NH2:1][C:2]1[C:11]2[C:6](=[CH:7][C:8]([OH:12])=[CH:9][CH:10]=2)[CH:5]=[CH:4][N:3]=1.CCN(P1(N(C)CCCN1)=NC(C)(C)C)CC.[CH2:30]([N:37]1[CH2:41][CH2:40][CH:39](OS(C)(=O)=O)[CH2:38]1)[C:31]1[CH:36]=[CH:35][CH:34]=[CH:33][CH:32]=1. (5) The reactants are: S(Cl)([Cl:3])=O.CN(C)C=O.[F:10][C:11]1[CH:16]=[C:15]([C:17]2[O:21][N:20]=[C:19]([C:22]3[CH:27]=[CH:26][C:25]([CH2:28]O)=[CH:24][CH:23]=3)[N:18]=2)[CH:14]=[CH:13][C:12]=1[C:30]1[CH:35]=[CH:34][CH:33]=[CH:32][CH:31]=1. Given the product [Cl:3][CH2:28][C:25]1[CH:26]=[CH:27][C:22]([C:19]2[N:18]=[C:17]([C:15]3[CH:14]=[CH:13][C:12]([C:30]4[CH:35]=[CH:34][CH:33]=[CH:32][CH:31]=4)=[C:11]([F:10])[CH:16]=3)[O:21][N:20]=2)=[CH:23][CH:24]=1, predict the reactants needed to synthesize it. (6) Given the product [F:1][C:2]([F:7])([F:6])[C:3]([OH:5])=[O:4].[F:8][C:9]1[CH:10]=[CH:11][C:12]([C:15]2[N:20]=[CH:19][C:18]([NH:21][CH2:22][C:23]([N:26]3[CH2:30][CH2:29][CH2:28][CH2:27]3)=[O:25])=[CH:17][CH:16]=2)=[CH:13][CH:14]=1, predict the reactants needed to synthesize it. The reactants are: [F:1][C:2]([F:7])([F:6])[C:3]([OH:5])=[O:4].[F:8][C:9]1[CH:14]=[CH:13][C:12]([C:15]2[N:20]=[CH:19][C:18]([NH:21][CH2:22][C:23]([OH:25])=O)=[CH:17][CH:16]=2)=[CH:11][CH:10]=1.[NH:26]1[CH2:30][CH2:29][CH2:28][CH2:27]1. (7) Given the product [CH:27]1([NH:33][CH:23]2[CH2:22][CH2:21][N:20]([CH2:19][C:17]3[CH:16]=[CH:15][N:14]=[C:13]([C:5]4[CH:4]=[C:3]([O:2][CH3:1])[C:8]([O:9][CH3:10])=[C:7]([O:11][CH3:12])[CH:6]=4)[CH:18]=3)[CH2:25][CH2:24]2)[CH2:32][CH2:31][CH2:30][CH2:29][CH2:28]1, predict the reactants needed to synthesize it. The reactants are: [CH3:1][O:2][C:3]1[CH:4]=[C:5]([C:13]2[CH:18]=[C:17]([CH2:19][N:20]3[CH2:25][CH2:24][C:23](=O)[CH2:22][CH2:21]3)[CH:16]=[CH:15][N:14]=2)[CH:6]=[C:7]([O:11][CH3:12])[C:8]=1[O:9][CH3:10].[CH:27]1([NH2:33])[CH2:32][CH2:31][CH2:30][CH2:29][CH2:28]1.